From a dataset of Catalyst prediction with 721,799 reactions and 888 catalyst types from USPTO. Predict which catalyst facilitates the given reaction. (1) Reactant: [CH3:1][O:2][C:3]1[CH:4]=[C:5]([CH:13]=[CH:14][C:15]=1[N+:16]([O-])=O)[O:6][CH:7]1[CH2:12][CH2:11][O:10][CH2:9][CH2:8]1. Product: [CH3:1][O:2][C:3]1[CH:4]=[C:5]([O:6][CH:7]2[CH2:12][CH2:11][O:10][CH2:9][CH2:8]2)[CH:13]=[CH:14][C:15]=1[NH2:16]. The catalyst class is: 78. (2) Reactant: [Si:1]([O:8][CH2:9][CH2:10][C@H:11]([NH:18][C:19]1[O:20][C:21]([CH3:35])([CH3:34])[CH:22]([C:27]2[CH:32]=[CH:31][C:30]([OH:33])=[CH:29][CH:28]=2)[S:23](=[O:26])(=[O:25])[N:24]=1)[C:12]1[CH:17]=[CH:16][CH:15]=[CH:14][CH:13]=1)([C:4]([CH3:7])([CH3:6])[CH3:5])([CH3:3])[CH3:2].C(N(CC)CC)C.[F:43][C:44]([F:57])([F:56])[S:45](O[S:45]([C:44]([F:57])([F:56])[F:43])(=[O:47])=[O:46])(=[O:47])=[O:46].O. Product: [Si:1]([O:8][CH2:9][CH2:10][C@H:11]([NH:18][C:19]1[O:20][C:21]([CH3:35])([CH3:34])[CH:22]([C:27]2[CH:28]=[CH:29][C:30]([O:33][S:45]([C:44]([F:57])([F:56])[F:43])(=[O:47])=[O:46])=[CH:31][CH:32]=2)[S:23](=[O:26])(=[O:25])[N:24]=1)[C:12]1[CH:13]=[CH:14][CH:15]=[CH:16][CH:17]=1)([C:4]([CH3:7])([CH3:5])[CH3:6])([CH3:3])[CH3:2]. The catalyst class is: 2.